Dataset: Peptide-MHC class I binding affinity with 185,985 pairs from IEDB/IMGT. Task: Regression. Given a peptide amino acid sequence and an MHC pseudo amino acid sequence, predict their binding affinity value. This is MHC class I binding data. (1) The MHC is HLA-A02:01 with pseudo-sequence HLA-A02:01. The binding affinity (normalized) is 1.00. The peptide sequence is FLSYISDTV. (2) The peptide sequence is AEMVAKYDL. The MHC is HLA-A03:01 with pseudo-sequence HLA-A03:01. The binding affinity (normalized) is 0.0847. (3) The peptide sequence is RRNRKALWL. The MHC is HLA-B35:01 with pseudo-sequence HLA-B35:01. The binding affinity (normalized) is 0.0847. (4) The binding affinity (normalized) is 0.0847. The peptide sequence is YRYLRHGKL. The MHC is HLA-B58:01 with pseudo-sequence HLA-B58:01. (5) The peptide sequence is QILEENMEV. The MHC is HLA-A02:06 with pseudo-sequence HLA-A02:06. The binding affinity (normalized) is 0.684. (6) The peptide sequence is SVAMCRTPF. The MHC is SLA-10401 with pseudo-sequence SLA-10401. The binding affinity (normalized) is 0.770. (7) The peptide sequence is ILEYLYIMRV. The MHC is HLA-A02:01 with pseudo-sequence HLA-A02:01. The binding affinity (normalized) is 0.684. (8) The peptide sequence is VRSSPASFE. The MHC is H-2-Db with pseudo-sequence H-2-Db. The binding affinity (normalized) is 0. (9) The peptide sequence is SCINRCFYV. The MHC is HLA-A68:01 with pseudo-sequence HLA-A68:01. The binding affinity (normalized) is 0.